From a dataset of Full USPTO retrosynthesis dataset with 1.9M reactions from patents (1976-2016). Predict the reactants needed to synthesize the given product. (1) Given the product [F:48][C:26]1[CH:25]=[C:24]([N:21]2[CH2:22][CH2:23][N:18]([C:16]([C@H:12]3[CH2:13][CH2:14][CH2:15][C@@H:11]3[C:9]([OH:10])=[O:8])=[O:17])[CH2:19][CH2:20]2)[CH:29]=[CH:28][C:27]=1[NH:30][C:31]([C:33]1[N:34]=[C:35]([C:42]2[CH:43]=[CH:44][CH:45]=[CH:46][CH:47]=2)[O:36][C:37]=1[C:38]([F:40])([F:41])[F:39])=[O:32], predict the reactants needed to synthesize it. The reactants are: C([O:8][C:9]([C@H:11]1[CH2:15][CH2:14][CH2:13][C@@H:12]1[C:16]([N:18]1[CH2:23][CH2:22][N:21]([C:24]2[CH:29]=[CH:28][C:27]([NH:30][C:31]([C:33]3[N:34]=[C:35]([C:42]4[CH:47]=[CH:46][CH:45]=[CH:44][CH:43]=4)[O:36][C:37]=3[C:38]([F:41])([F:40])[F:39])=[O:32])=[C:26]([F:48])[CH:25]=2)[CH2:20][CH2:19]1)=[O:17])=[O:10])C1C=CC=CC=1. (2) Given the product [CH3:11][C:6]1([CH3:12])[CH:5]=[C:4]2[C:8]([CH:9]=[CH:10][C:2]([N:18]([C:27]([O:29][C:30]([CH3:33])([CH3:32])[CH3:31])=[O:28])[NH:19][C:20]([O:22][C:23]([CH3:24])([CH3:25])[CH3:26])=[O:21])=[CH:3]2)=[CH:7]1, predict the reactants needed to synthesize it. The reactants are: Br[C:2]1[CH:3]=[C:4]2[C:8](=[CH:9][CH:10]=1)[CH2:7][C:6]([CH3:12])([CH3:11])[CH2:5]2.C([Li])CCC.[N:18]([C:27]([O:29][C:30]([CH3:33])([CH3:32])[CH3:31])=[O:28])=[N:19][C:20]([O:22][C:23]([CH3:26])([CH3:25])[CH3:24])=[O:21]. (3) Given the product [C:16]1([C:13]2[CH:14]=[C:15]([CH2:23][CH2:22][OH:24])[NH:11][N:12]=2)[CH:17]=[CH:18][CH:19]=[CH:20][CH:21]=1, predict the reactants needed to synthesize it. The reactants are: C(OCC[N:11]1[CH:15]=[CH:14][C:13]([C:16]2[CH:21]=[CH:20][CH:19]=[CH:18][CH:17]=2)=[N:12]1)C1C=CC=CC=1.[C:22](O)(=[O:24])[CH3:23]. (4) Given the product [NH:1]1[C:9]2=[CH:8][N:7]=[CH:6][CH:5]=[C:4]2[C:3]([C:13]2[CH2:18][CH2:17][N:16]([C:19]([O:21][C:22]([CH3:25])([CH3:24])[CH3:23])=[O:20])[CH2:15][CH:14]=2)=[CH:2]1, predict the reactants needed to synthesize it. The reactants are: [NH:1]1[C:9]2[C:4](=[CH:5][CH:6]=[N:7][CH:8]=2)[CH:3]=[CH:2]1.[OH-].[K+].O=[C:13]1[CH2:18][CH2:17][N:16]([C:19]([O:21][C:22]([CH3:25])([CH3:24])[CH3:23])=[O:20])[CH2:15][CH2:14]1. (5) Given the product [CH3:36][NH:35][C:34](=[O:37])[C:31]1[CH:30]=[CH:29][C:28]([NH:27][C:7]2[N:6]=[CH:5][C:4]3[C:9](=[CH:10][C:11]([O:12][CH2:13][CH:14]4[CH2:15][CH2:16][NH:17][CH2:18][CH2:19]4)=[C:2]([C:40]4[S:39][CH:43]=[CH:42][N:41]=4)[CH:3]=3)[N:8]=2)=[CH:33][CH:32]=1, predict the reactants needed to synthesize it. The reactants are: Br[C:2]1[CH:3]=[C:4]2[C:9](=[CH:10][C:11]=1[O:12][CH2:13][CH:14]1[CH2:19][CH2:18][N:17](C(OC(C)(C)C)=O)[CH2:16][CH2:15]1)[N:8]=[C:7]([NH:27][C:28]1[CH:33]=[CH:32][C:31]([C:34](=[O:37])[NH:35][CH3:36])=[CH:30][CH:29]=1)[N:6]=[CH:5]2.[Br-].[S:39]1[CH:43]=[CH:42][N:41]=[C:40]1[Zn+]. (6) Given the product [F:27][C:4]1[CH:3]=[C:2]([NH:1][C:54]([NH:53][C:51](=[O:52])[CH2:50][C:47]2[CH:48]=[CH:49][C:44]([F:43])=[CH:45][CH:46]=2)=[S:55])[CH:26]=[CH:25][C:5]=1[O:6][C:7]1[N:12]=[CH:11][N:10]=[C:9]([NH:13][C:14](=[O:24])[N:15]([CH3:23])[CH:16]2[CH2:21][CH2:20][N:19]([CH3:22])[CH2:18][CH2:17]2)[CH:8]=1, predict the reactants needed to synthesize it. The reactants are: [NH2:1][C:2]1[CH:26]=[CH:25][C:5]([O:6][C:7]2[N:12]=[CH:11][N:10]=[C:9]([NH:13][C:14](=[O:24])[N:15]([CH3:23])[CH:16]3[CH2:21][CH2:20][N:19]([CH3:22])[CH2:18][CH2:17]3)[CH:8]=2)=[C:4]([F:27])[CH:3]=1.CC1(C)C2(CS(O)(=O)=O)C(CC1CC2)=O.[F:43][C:44]1[CH:49]=[CH:48][C:47]([CH2:50][C:51]([N:53]=[C:54]=[S:55])=[O:52])=[CH:46][CH:45]=1.C(=O)([O-])O.[Na+].